From a dataset of NCI-60 drug combinations with 297,098 pairs across 59 cell lines. Regression. Given two drug SMILES strings and cell line genomic features, predict the synergy score measuring deviation from expected non-interaction effect. (1) Drug 1: COC1=C(C=C2C(=C1)N=CN=C2NC3=CC(=C(C=C3)F)Cl)OCCCN4CCOCC4. Drug 2: COC1=C2C(=CC3=C1OC=C3)C=CC(=O)O2. Cell line: SF-295. Synergy scores: CSS=6.08, Synergy_ZIP=-1.94, Synergy_Bliss=1.02, Synergy_Loewe=0.262, Synergy_HSA=1.47. (2) Drug 1: CC1=C(C(=CC=C1)Cl)NC(=O)C2=CN=C(S2)NC3=CC(=NC(=N3)C)N4CCN(CC4)CCO. Drug 2: CC12CCC3C(C1CCC2OP(=O)(O)O)CCC4=C3C=CC(=C4)OC(=O)N(CCCl)CCCl.[Na+]. Cell line: M14. Synergy scores: CSS=-2.01, Synergy_ZIP=5.44, Synergy_Bliss=-0.500, Synergy_Loewe=-3.67, Synergy_HSA=-2.88. (3) Synergy scores: CSS=31.7, Synergy_ZIP=-10.7, Synergy_Bliss=-1.56, Synergy_Loewe=-5.79, Synergy_HSA=-2.12. Drug 1: C1CCN(CC1)CCOC2=CC=C(C=C2)C(=O)C3=C(SC4=C3C=CC(=C4)O)C5=CC=C(C=C5)O. Drug 2: CC1OCC2C(O1)C(C(C(O2)OC3C4COC(=O)C4C(C5=CC6=C(C=C35)OCO6)C7=CC(=C(C(=C7)OC)O)OC)O)O. Cell line: IGROV1. (4) Drug 1: CC1C(C(CC(O1)OC2CC(CC3=C2C(=C4C(=C3O)C(=O)C5=C(C4=O)C(=CC=C5)OC)O)(C(=O)C)O)N)O.Cl. Drug 2: CC1=CC=C(C=C1)C2=CC(=NN2C3=CC=C(C=C3)S(=O)(=O)N)C(F)(F)F. Cell line: LOX IMVI. Synergy scores: CSS=15.5, Synergy_ZIP=-5.69, Synergy_Bliss=-2.28, Synergy_Loewe=-25.0, Synergy_HSA=-0.466. (5) Drug 1: CN1C(=O)N2C=NC(=C2N=N1)C(=O)N. Cell line: SW-620. Drug 2: CC1=C(C=C(C=C1)C(=O)NC2=CC(=CC(=C2)C(F)(F)F)N3C=C(N=C3)C)NC4=NC=CC(=N4)C5=CN=CC=C5. Synergy scores: CSS=0.0885, Synergy_ZIP=-1.14, Synergy_Bliss=-0.210, Synergy_Loewe=-5.26, Synergy_HSA=-4.54. (6) Drug 1: C1=C(C(=O)NC(=O)N1)F. Drug 2: C1C(C(OC1N2C=NC(=NC2=O)N)CO)O. Cell line: MDA-MB-435. Synergy scores: CSS=23.3, Synergy_ZIP=1.25, Synergy_Bliss=0.587, Synergy_Loewe=-1.58, Synergy_HSA=-0.545. (7) Drug 1: C1=CC(=CC=C1CCCC(=O)O)N(CCCl)CCCl. Drug 2: CCN(CC)CCCC(C)NC1=C2C=C(C=CC2=NC3=C1C=CC(=C3)Cl)OC. Cell line: U251. Synergy scores: CSS=22.2, Synergy_ZIP=-14.8, Synergy_Bliss=-12.0, Synergy_Loewe=-9.91, Synergy_HSA=-8.86.